The task is: Predict the product of the given reaction.. This data is from Forward reaction prediction with 1.9M reactions from USPTO patents (1976-2016). Given the reactants [F:1][C:2]([F:11])([F:10])[C:3]1([C:7]([OH:9])=O)[CH2:6][CH2:5][CH2:4]1.[NH:12]1[CH2:17][CH2:16][CH:15]([C:18]([O:20][CH2:21][CH3:22])=[O:19])[CH2:14][CH2:13]1.C(Cl)CCl.C1C=CC2N(O)N=NC=2C=1.CCN(C(C)C)C(C)C.[NH4+].[Cl-], predict the reaction product. The product is: [F:10][C:2]([F:1])([F:11])[C:3]1([C:7]([N:12]2[CH2:17][CH2:16][CH:15]([C:18]([O:20][CH2:21][CH3:22])=[O:19])[CH2:14][CH2:13]2)=[O:9])[CH2:4][CH2:5][CH2:6]1.